Dataset: Forward reaction prediction with 1.9M reactions from USPTO patents (1976-2016). Task: Predict the product of the given reaction. (1) Given the reactants C[O-].[Na+].CN(C)/[CH:6]=[C:7](\[C:17]1[CH:22]=[CH:21][N:20]=[CH:19][N:18]=1)/[C:8]([C:10]1[CH:15]=[CH:14][CH:13]=[C:12]([F:16])[CH:11]=1)=O.[C:24]([CH2:26][C:27]([NH2:29])=[O:28])#[N:25], predict the reaction product. The product is: [F:16][C:12]1[CH:11]=[C:10]([C:8]2[NH:29][C:27](=[O:28])[C:26]([C:24]#[N:25])=[CH:6][C:7]=2[C:17]2[CH:22]=[CH:21][N:20]=[CH:19][N:18]=2)[CH:15]=[CH:14][CH:13]=1. (2) Given the reactants [OH-:1].[K+].[C:3]([NH:6][C:7]1[C:8]([I:33])=[C:9]([C:24]([N:26]([CH2:28][CH:29]([OH:32])[CH2:30][OH:31])[CH3:27])=[O:25])[C:10]([I:23])=[C:11]([C:21]=1[I:22])[C:12]([N:14]([CH2:16][CH:17]([OH:20])[CH2:18][OH:19])[CH3:15])=[O:13])(=[O:5])[CH3:4].B(O)(O)O.[O:38]1[CH2:40][CH:39]1[CH2:41][O:42][CH2:43][CH2:44][O:45][CH2:46][CH:47]1[CH2:49][O:48]1.Cl, predict the reaction product. The product is: [OH:38][CH:39]([CH2:41][O:42][CH2:43][CH2:44][O:45][CH2:46][CH:47]([OH:48])[CH2:49][N:6]([C:7]1[C:21]([I:22])=[C:11]([C:12]([N:14]([CH3:15])[CH2:16][CH:17]([OH:20])[CH2:18][OH:19])=[O:13])[C:10]([I:23])=[C:9]([C:8]=1[I:33])[C:24]([N:26]([CH3:27])[CH2:28][CH:29]([OH:32])[CH2:30][OH:31])=[O:25])[C:3](=[O:1])[CH3:4])[CH2:40][N:6]([C:7]1[C:21]([I:22])=[C:11]([C:12]([N:14]([CH2:16][CH:17]([OH:20])[CH2:18][OH:19])[CH3:15])=[O:13])[C:10]([I:23])=[C:9]([C:8]=1[I:33])[C:24]([N:26]([CH2:28][CH:29]([OH:32])[CH2:30][OH:31])[CH3:27])=[O:25])[C:3](=[O:5])[CH3:4]. (3) Given the reactants [CH3:1][CH:2]1[O:7][CH2:6][CH2:5][NH:4][CH2:3]1.Cl.C(O[C:12](=[NH:19])[CH2:13][C:14]([O:16][CH2:17][CH3:18])=[O:15])C.C([N:23]([CH2:27][CH3:28])C(C)C)(C)C.[CH2:29]([OH:31])C, predict the reaction product. The product is: [CH2:17]([O:16][C:14](=[O:15])[CH2:13][C:12]1[NH:19][C:29](=[O:31])[CH:28]=[C:27]([N:4]2[CH2:5][CH2:6][O:7][CH:2]([CH3:1])[CH2:3]2)[N:23]=1)[CH3:18]. (4) Given the reactants [Br:1][C:2]1[CH:3]=[C:4]2[C:8](=[CH:9][CH:10]=1)[NH:7][C:6]([C:11]([NH2:13])=[O:12])=[C:5]2[S:14]([N:17]1[CH2:22][CH2:21][O:20][CH2:19][CH2:18]1)(=[O:16])=[O:15].[H-].[Na+].[C:25](O[C:25]([O:27][C:28]([CH3:31])([CH3:30])[CH3:29])=[O:26])([O:27][C:28]([CH3:31])([CH3:30])[CH3:29])=[O:26].[C:40]([O-:43])(O)=[O:41].[Na+], predict the reaction product. The product is: [C:4]([O:43][C:40]([N:7]1[C:8]2[C:4](=[CH:3][C:2]([Br:1])=[CH:10][CH:9]=2)[C:5]([S:14]([N:17]2[CH2:22][CH2:21][O:20][CH2:19][CH2:18]2)(=[O:15])=[O:16])=[C:6]1[C:11]([NH:13][C:25]([O:27][C:28]([CH3:31])([CH3:30])[CH3:29])=[O:26])=[O:12])=[O:41])([CH3:8])([CH3:5])[CH3:3]. (5) Given the reactants [OH:1][C:2]([C:5]1[O:6][CH:7]=[C:8]([C:10]([OH:12])=O)[N:9]=1)([CH3:4])[CH3:3].[NH2:13][C@@H:14]([CH3:33])[CH2:15][N:16]1[CH:20]=[CH:19][C:18]([C:21]2[CH:28]=[CH:27][C:24]([C:25]#[N:26])=[C:23]([C:29]([F:32])([F:31])[F:30])[CH:22]=2)=[N:17]1, predict the reaction product. The product is: [C:25]([C:24]1[CH:27]=[CH:28][C:21]([C:18]2[CH:19]=[CH:20][N:16]([CH2:15][C@@H:14]([NH:13][C:10]([C:8]3[N:9]=[C:5]([C:2]([OH:1])([CH3:3])[CH3:4])[O:6][CH:7]=3)=[O:12])[CH3:33])[N:17]=2)=[CH:22][C:23]=1[C:29]([F:30])([F:32])[F:31])#[N:26]. (6) Given the reactants C[O:2][C:3](=O)[C:4]1[CH:9]=[C:8]([Cl:10])[C:7]([CH2:11][C:12]2[CH:17]=[C:16]([CH:18]([CH3:20])[CH3:19])[C:15](=[O:21])[NH:14][N:13]=2)=[C:6]([Cl:22])[CH:5]=1.[H-].C([Al+]CC(C)C)C(C)C, predict the reaction product. The product is: [Cl:10][C:8]1[CH:9]=[C:4]([CH2:3][OH:2])[CH:5]=[C:6]([Cl:22])[C:7]=1[CH2:11][C:12]1[CH:17]=[C:16]([CH:18]([CH3:20])[CH3:19])[C:15](=[O:21])[NH:14][N:13]=1.